Task: Predict which catalyst facilitates the given reaction.. Dataset: Catalyst prediction with 721,799 reactions and 888 catalyst types from USPTO (1) The catalyst class is: 22. Product: [CH3:7][S:8]([CH2:11][S:12]([NH2:1])(=[O:14])=[O:13])(=[O:10])=[O:9]. Reactant: [NH3:1].C1COCC1.[CH3:7][S:8]([CH2:11][S:12](Cl)(=[O:14])=[O:13])(=[O:10])=[O:9]. (2) Reactant: [CH3:1][O:2][C:3]([C:5]1[S:6][C:7]([CH2:21]O)=[CH:8][C:9]=1[NH:10][C:11]([NH:13][C:14]1[CH:19]=[CH:18][C:17]([CH3:20])=[CH:16][CH:15]=1)=[O:12])=[O:4].[Br:23]N1C(=O)CCC1=O.C1(P(C2C=CC=CC=2)C2C=CC=CC=2)C=CC=CC=1.CO. The catalyst class is: 3. Product: [CH3:1][O:2][C:3]([C:5]1[S:6][C:7]([CH2:21][Br:23])=[CH:8][C:9]=1[NH:10][C:11]([NH:13][C:14]1[CH:19]=[CH:18][C:17]([CH3:20])=[CH:16][CH:15]=1)=[O:12])=[O:4]. (3) Reactant: COC1C=CC(C[N:8]2[CH:17]=[CH:16][C:15]3[C:10](=[CH:11][CH:12]=[C:13]([O:18][CH:19]4[CH2:24][CH2:23][CH:22]([NH:25][CH3:26])[CH2:21][CH2:20]4)[CH:14]=3)[C:9]2=[O:27])=CC=1.CO. Product: [CH3:26][NH:25][C@H:22]1[CH2:23][CH2:24][C@H:19]([O:18][C:13]2[CH:14]=[C:15]3[C:10](=[CH:11][CH:12]=2)[C:9](=[O:27])[NH:8][CH:17]=[CH:16]3)[CH2:20][CH2:21]1. The catalyst class is: 67. (4) Reactant: [Cl:1][C:2]1[C:3]([OH:10])=[C:4]([CH:7]=[CH:8][CH:9]=1)[CH:5]=[O:6].[Si:11]([O:18][CH2:19][CH2:20][CH2:21][CH2:22]O)([C:14]([CH3:17])([CH3:16])[CH3:15])([CH3:13])[CH3:12].C1(P(C2C=CC=CC=2)C2C=CC=CC=2)C=CC=CC=1.N(/C(OC(C)(C)C)=O)=N\C(OC(C)(C)C)=O. Product: [Si:11]([O:18][CH2:19][CH2:20][CH2:21][CH2:22][O:10][C:3]1[C:2]([Cl:1])=[CH:9][CH:8]=[CH:7][C:4]=1[CH:5]=[O:6])([C:14]([CH3:15])([CH3:16])[CH3:17])([CH3:12])[CH3:13]. The catalyst class is: 7.